Dataset: Forward reaction prediction with 1.9M reactions from USPTO patents (1976-2016). Task: Predict the product of the given reaction. (1) The product is: [CH3:56][O:65][CH2:77][CH2:76][O:75][CH2:74][CH2:19][O:18][CH2:17][CH2:16][C:5]1([CH2:26][CH2:27][O:28][CH2:29][CH2:30][O:31][CH2:32][CH2:33][O:34][CH3:35])[C:6]2[CH:7]=[C:8]([CH:66]=[CH2:72])[CH:9]=[CH:10][C:11]=2[C:12]2[C:4]1=[CH:3][C:2]([CH:48]=[CH2:49])=[CH:14][CH:13]=2. Given the reactants Br[C:2]1[CH:14]=[CH:13][C:12]2[C:11]3[C:6](=[CH:7][C:8](Br)=[CH:9][CH:10]=3)[C:5]([CH2:26][CH2:27][O:28][CH2:29][CH2:30][O:31][CH2:32][CH2:33][O:34][CH3:35])([CH2:16][CH2:17][O:18][CH2:19]COCCOC)[C:4]=2[CH:3]=1.C(C([Sn])=C(CC[CH2:48][CH3:49])CCCC)CCC.C(C1C=CC=C(C(C)(C)C)[C:56]=1[OH:65])(C)(C)C.[C:66]1([CH3:72])C=CC=CC=1.C[CH2:74][O:75][CH2:76][CH3:77], predict the reaction product. (2) Given the reactants [C:1](Cl)(=O)[CH2:2]C.[C:6]([C:10]1[O:11][C:12]([CH2:36]C)=[C:13]([CH2:15][CH2:16][CH2:17][O:18][C:19]2[C:27]3[CH:26]=[CH:25]S[C:23]=3[C:22]([CH2:28][CH:29]([O:33][CH2:34][CH3:35])[C:30]([OH:32])=[O:31])=[CH:21][CH:20]=2)[N:14]=1)(C)([CH3:8])C, predict the reaction product. The product is: [CH2:34]([O:33][CH:29]([CH2:28][C:22]1[C:23]2[C:27](=[CH:26][CH:25]=[CH:1][CH:2]=2)[C:19]([O:18][CH2:17][CH2:16][CH2:15][C:13]2[N:14]=[C:10]([CH2:6][CH3:8])[O:11][C:12]=2[CH3:36])=[CH:20][CH:21]=1)[C:30]([OH:32])=[O:31])[CH3:35]. (3) Given the reactants [C:1]1([CH3:11])[CH:6]=[CH:5][C:4]([S:7](Cl)(=[O:9])=[O:8])=[CH:3][CH:2]=1.[OH:12][CH2:13][C:14]1([CH3:18])[CH2:17][O:16][CH2:15]1, predict the reaction product. The product is: [C:1]1([CH3:11])[CH:6]=[CH:5][C:4]([S:7]([O:12][CH2:13][C:14]2([CH3:18])[CH2:17][O:16][CH2:15]2)(=[O:9])=[O:8])=[CH:3][CH:2]=1. (4) Given the reactants [N+:1]([C:4]1[CH:5]=[C:6]([S:10]([NH2:13])(=[O:12])=[O:11])[CH:7]=[CH:8][CH:9]=1)([O-])=O, predict the reaction product. The product is: [NH2:1][C:4]1[CH:5]=[C:6]([S:10]([NH2:13])(=[O:11])=[O:12])[CH:7]=[CH:8][CH:9]=1. (5) Given the reactants [OH-].[Na+].[OH:3][C:4]1[CH:13]=[CH:12][C:11]([O:14][CH2:15][CH2:16][CH3:17])=[CH:10][C:5]=1[C:6]([O:8]C)=[O:7].C(O)(=O)CC(CC(O)=O)(C(O)=O)O, predict the reaction product. The product is: [OH:3][C:4]1[CH:13]=[CH:12][C:11]([O:14][CH2:15][CH2:16][CH3:17])=[CH:10][C:5]=1[C:6]([OH:8])=[O:7]. (6) Given the reactants [C:1]([C:5]1[CH:33]=[C:8]2[N:9]=[C:10]([CH3:32])[C:11]([CH:24]([CH2:29][CH2:30][CH3:31])[C:25]([O:27]C)=[O:26])=[C:12]([C:13]3[CH:23]=[CH:22][C:16]4[O:17][CH2:18][CH2:19][CH2:20][O:21][C:15]=4[CH:14]=3)[N:7]2[N:6]=1)([CH3:4])([CH3:3])[CH3:2].[OH-].[Na+], predict the reaction product. The product is: [C:1]([C:5]1[CH:33]=[C:8]2[N:9]=[C:10]([CH3:32])[C:11]([CH:24]([CH2:29][CH2:30][CH3:31])[C:25]([OH:27])=[O:26])=[C:12]([C:13]3[CH:23]=[CH:22][C:16]4[O:17][CH2:18][CH2:19][CH2:20][O:21][C:15]=4[CH:14]=3)[N:7]2[N:6]=1)([CH3:3])([CH3:4])[CH3:2]. (7) Given the reactants [Cl:1][C:2]1[CH:3]=[C:4]2[C:9](=[CH:10][C:11]=1[O:12][C:13]1[CH:21]=[CH:20][C:16]([C:17]([OH:19])=O)=[CH:15][CH:14]=1)[O:8][CH2:7][CH2:6][CH:5]2[C:22]([O:24]CC)=[O:23].BrC1N=C(N)C=CC=1.[Cl:35][C:36]1[CH:41]=[CH:40][C:39]([C:42]2[CH:46]=[C:45]([NH2:47])[NH:44][N:43]=2)=[CH:38][CH:37]=1, predict the reaction product. The product is: [Cl:1][C:2]1[CH:3]=[C:4]2[C:9](=[CH:10][C:11]=1[O:12][C:13]1[CH:21]=[CH:20][C:16]([C:17](=[O:19])[NH:47][C:45]3[NH:44][N:43]=[C:42]([C:39]4[CH:40]=[CH:41][C:36]([Cl:35])=[CH:37][CH:38]=4)[CH:46]=3)=[CH:15][CH:14]=1)[O:8][CH2:7][CH2:6][CH:5]2[C:22]([OH:24])=[O:23].